Predict which catalyst facilitates the given reaction. From a dataset of Catalyst prediction with 721,799 reactions and 888 catalyst types from USPTO. (1) Reactant: [Cl-].O[NH3+:3].[C:4](=[O:7])([O-])[OH:5].[Na+].CS(C)=O.[CH2:13]([C:15]1[N:16]=[C:17]([CH2:46][CH2:47][CH3:48])[N:18]([CH2:31][C:32]2[CH:37]=[CH:36][C:35]([C:38]3[C:39]([C:44]#[N:45])=[CH:40][CH:41]=[CH:42][CH:43]=3)=[CH:34][CH:33]=2)[C:19](=[O:30])[C:20]=1[O:21][C:22]1[CH:27]=[CH:26][C:25]([CH2:28][CH3:29])=[CH:24][CH:23]=1)[CH3:14]. Product: [CH2:13]([C:15]1[N:16]=[C:17]([CH2:46][CH2:47][CH3:48])[N:18]([CH2:31][C:32]2[CH:37]=[CH:36][C:35]([C:38]3[CH:43]=[CH:42][CH:41]=[CH:40][C:39]=3[C:44]3[NH:3][C:4](=[O:7])[O:5][N:45]=3)=[CH:34][CH:33]=2)[C:19](=[O:30])[C:20]=1[O:21][C:22]1[CH:23]=[CH:24][C:25]([CH2:28][CH3:29])=[CH:26][CH:27]=1)[CH3:14]. The catalyst class is: 13. (2) Reactant: [Br:1][C:2]1[CH:7]=[CH:6][C:5]([C:8]2[CH:16]=[CH:15][CH:14]=[C:13]3[C:9]=2[CH2:10][C:11](=[O:17])[NH:12]3)=[CH:4][CH:3]=1.[CH:18]([N:21]([CH:36]([CH3:38])[CH3:37])[CH2:22][CH2:23][NH:24][C:25]([C:27]1[C:31]([CH3:32])=[C:30]([CH:33]=O)[NH:29][C:28]=1[CH3:35])=[O:26])([CH3:20])[CH3:19]. Product: [CH:36]([N:21]([CH:18]([CH3:20])[CH3:19])[CH2:22][CH2:23][NH:24][C:25]([C:27]1[C:31]([CH3:32])=[C:30]([CH:33]=[C:10]2[C:9]3[C:13](=[CH:14][CH:15]=[CH:16][C:8]=3[C:5]3[CH:4]=[CH:3][C:2]([Br:1])=[CH:7][CH:6]=3)[NH:12][C:11]2=[O:17])[NH:29][C:28]=1[CH3:35])=[O:26])([CH3:37])[CH3:38]. The catalyst class is: 360. (3) Reactant: CC(C[AlH]CC(C)C)C.C1(C)C=CC=CC=1.[Cl:17][C:18]1[C:19]2[C:26]([I:27])=[CH:25][N:24]([CH:28]3[CH2:31][CH:30]([CH2:32][O:33]C(=O)C4C=CC=CC=4)[CH2:29]3)[C:20]=2[N:21]=[CH:22][N:23]=1. Product: [Cl:17][C:18]1[C:19]2[C:26]([I:27])=[CH:25][N:24]([C@@H:28]3[CH2:29][C@H:30]([CH2:32][OH:33])[CH2:31]3)[C:20]=2[N:21]=[CH:22][N:23]=1. The catalyst class is: 2. (4) Reactant: [CH3:1][C:2]1[CH:3]=[C:4]([OH:17])[CH:5]=[CH:6][C:7]=1B1OC(C)(C)C(C)(C)O1.[CH3:18][O:19][C:20](=[O:29])[C:21]1[CH:26]=[CH:25][C:24](Br)=[CH:23][C:22]=1[F:28].N#N.C([O-])([O-])=O.[Na+].[Na+].Cl. Product: [CH3:18][O:19][C:20]([C:21]1[CH:26]=[CH:25][C:24]([C:7]2[CH:6]=[CH:5][C:4]([OH:17])=[CH:3][C:2]=2[CH3:1])=[CH:23][C:22]=1[F:28])=[O:29]. The catalyst class is: 77. (5) Reactant: [CH:1]([N:4]([CH3:25])[C:5]1[C:6]([C:19]2[CH:24]=[CH:23][N:22]=[CH:21][CH:20]=2)=[N:7][C:8]2[C:13]([N:14]=1)=[CH:12][C:11]([C:15]([O:17]C)=[O:16])=[CH:10][CH:9]=2)([CH3:3])[CH3:2].[OH-].[Na+].O. Product: [CH:1]([N:4]([CH3:25])[C:5]1[C:6]([C:19]2[CH:20]=[CH:21][N:22]=[CH:23][CH:24]=2)=[N:7][C:8]2[C:13]([N:14]=1)=[CH:12][C:11]([C:15]([OH:17])=[O:16])=[CH:10][CH:9]=2)([CH3:3])[CH3:2]. The catalyst class is: 5. (6) Reactant: [CH3:1][O:2][C:3]([N:5]([CH2:12][CH2:13][OH:14])[C:6]1[CH:11]=[CH:10][CH:9]=[CH:8][CH:7]=1)=[O:4].C(N(CC)CC)C.S(=O)(=O)=O.O. Product: [CH3:1][O:2][C:3]([N:5]([CH2:12][CH:13]=[O:14])[C:6]1[CH:7]=[CH:8][CH:9]=[CH:10][CH:11]=1)=[O:4]. The catalyst class is: 16.